This data is from NCI-60 drug combinations with 297,098 pairs across 59 cell lines. The task is: Regression. Given two drug SMILES strings and cell line genomic features, predict the synergy score measuring deviation from expected non-interaction effect. (1) Drug 1: C1CCC(CC1)NC(=O)N(CCCl)N=O. Drug 2: CC1=C(C=C(C=C1)NC(=O)C2=CC=C(C=C2)CN3CCN(CC3)C)NC4=NC=CC(=N4)C5=CN=CC=C5. Cell line: NCI-H322M. Synergy scores: CSS=3.16, Synergy_ZIP=-2.28, Synergy_Bliss=-3.83, Synergy_Loewe=-4.87, Synergy_HSA=-3.90. (2) Drug 1: CS(=O)(=O)C1=CC(=C(C=C1)C(=O)NC2=CC(=C(C=C2)Cl)C3=CC=CC=N3)Cl. Drug 2: CC1C(C(=O)NC(C(=O)N2CCCC2C(=O)N(CC(=O)N(C(C(=O)O1)C(C)C)C)C)C(C)C)NC(=O)C3=C4C(=C(C=C3)C)OC5=C(C(=O)C(=C(C5=N4)C(=O)NC6C(OC(=O)C(N(C(=O)CN(C(=O)C7CCCN7C(=O)C(NC6=O)C(C)C)C)C)C(C)C)C)N)C. Cell line: NCI/ADR-RES. Synergy scores: CSS=4.44, Synergy_ZIP=-2.11, Synergy_Bliss=-3.74, Synergy_Loewe=-4.18, Synergy_HSA=-4.59. (3) Cell line: MCF7. Drug 2: C1=C(C(=O)NC(=O)N1)F. Synergy scores: CSS=26.8, Synergy_ZIP=-4.22, Synergy_Bliss=-3.76, Synergy_Loewe=0.941, Synergy_HSA=1.46. Drug 1: C1CCN(CC1)CCOC2=CC=C(C=C2)C(=O)C3=C(SC4=C3C=CC(=C4)O)C5=CC=C(C=C5)O. (4) Drug 1: CC1OCC2C(O1)C(C(C(O2)OC3C4COC(=O)C4C(C5=CC6=C(C=C35)OCO6)C7=CC(=C(C(=C7)OC)O)OC)O)O. Drug 2: CC1C(C(=O)NC(C(=O)N2CCCC2C(=O)N(CC(=O)N(C(C(=O)O1)C(C)C)C)C)C(C)C)NC(=O)C3=C4C(=C(C=C3)C)OC5=C(C(=O)C(=C(C5=N4)C(=O)NC6C(OC(=O)C(N(C(=O)CN(C(=O)C7CCCN7C(=O)C(NC6=O)C(C)C)C)C)C(C)C)C)N)C. Cell line: SK-OV-3. Synergy scores: CSS=10.1, Synergy_ZIP=3.31, Synergy_Bliss=9.02, Synergy_Loewe=8.35, Synergy_HSA=7.93. (5) Drug 1: CC=C1C(=O)NC(C(=O)OC2CC(=O)NC(C(=O)NC(CSSCCC=C2)C(=O)N1)C(C)C)C(C)C. Drug 2: C1CN1C2=NC(=NC(=N2)N3CC3)N4CC4. Cell line: PC-3. Synergy scores: CSS=41.1, Synergy_ZIP=-1.56, Synergy_Bliss=-0.632, Synergy_Loewe=-4.27, Synergy_HSA=-3.81. (6) Drug 1: CCCCCOC(=O)NC1=NC(=O)N(C=C1F)C2C(C(C(O2)C)O)O. Drug 2: C1C(C(OC1N2C=NC3=C2NC=NCC3O)CO)O. Cell line: SF-268. Synergy scores: CSS=-2.73, Synergy_ZIP=-0.622, Synergy_Bliss=-3.21, Synergy_Loewe=-2.16, Synergy_HSA=-3.72. (7) Drug 1: C1=CC=C(C=C1)NC(=O)CCCCCCC(=O)NO. Drug 2: C1CCC(C(C1)N)N.C(=O)(C(=O)[O-])[O-].[Pt+4]. Cell line: SF-268. Synergy scores: CSS=11.7, Synergy_ZIP=-6.81, Synergy_Bliss=-0.328, Synergy_Loewe=-2.98, Synergy_HSA=0.258. (8) Drug 1: C1C(C(OC1N2C=C(C(=O)NC2=O)F)CO)O. Drug 2: B(C(CC(C)C)NC(=O)C(CC1=CC=CC=C1)NC(=O)C2=NC=CN=C2)(O)O. Cell line: M14. Synergy scores: CSS=52.2, Synergy_ZIP=-3.25, Synergy_Bliss=-5.14, Synergy_Loewe=-3.62, Synergy_HSA=-0.713.